This data is from Catalyst prediction with 721,799 reactions and 888 catalyst types from USPTO. The task is: Predict which catalyst facilitates the given reaction. (1) Product: [C:1]([O:5][C:6]([N:8]1[CH2:12][C@H:11]([CH2:13][CH2:14][C:15]2[CH:20]=[CH:19][CH:18]=[CH:17][CH:16]=2)[C@@H:10]([CH2:21][OH:22])[CH2:9]1)=[O:7])([CH3:4])([CH3:3])[CH3:2]. Reactant: [C:1]([O:5][C:6]([N:8]1[CH2:12][C@H:11]([CH2:13][CH2:14][C:15]2[CH:20]=[CH:19][CH:18]=[CH:17][CH:16]=2)[C@@H:10]([C:21](O)=[O:22])[CH2:9]1)=[O:7])([CH3:4])([CH3:3])[CH3:2].CSC.B.CO. The catalyst class is: 1. (2) The catalyst class is: 51. Product: [Cl-:10].[CH2:1]([NH:9][C:12]([NH2:13])=[NH2+:11])[CH2:2][CH2:3][CH2:4][CH2:5][CH2:6][CH2:7][CH3:8]. Reactant: [CH2:1]([NH2:9])[CH2:2][CH2:3][CH2:4][CH2:5][CH2:6][CH2:7][CH3:8].[ClH:10].[N:11]#[C:12][NH2:13]. (3) Reactant: [CH2:1](Br)[C:2]1[CH:7]=[CH:6][CH:5]=[CH:4][CH:3]=1.[NH:9]1[CH:13]2[CH2:14][NH:15][CH2:16][CH2:17][N:12]2[CH2:11][CH2:10]1.C([O-])([O-])=O.[K+].[K+].[C-:24]#[N:25].[Na+]. Product: [CH2:1]([N:9]1[CH2:10][CH2:11][N:12]([CH2:1][C:2]2[CH:7]=[CH:6][CH:5]=[CH:4][CH:3]=2)[CH2:17][CH2:16][N:15]([CH2:1][C:2]2[CH:7]=[CH:6][CH:5]=[CH:4][CH:3]=2)[CH2:14][CH:13]1[C:24]#[N:25])[C:2]1[CH:7]=[CH:6][CH:5]=[CH:4][CH:3]=1. The catalyst class is: 10. (4) Reactant: [NH2:1][CH2:2][CH:3]([C:5]1[CH:13]=[C:12]2[C:8]([CH:9]=[N:10][N:11]2[CH3:14])=[CH:7][CH:6]=1)[OH:4].[Cl:15][CH2:16][C:17](Cl)=[O:18].CCN(C(C)C)C(C)C. Product: [Cl:15][CH2:16][C:17]([NH:1][CH2:2][CH:3]([OH:4])[C:5]1[CH:13]=[C:12]2[C:8]([CH:9]=[N:10][N:11]2[CH3:14])=[CH:7][CH:6]=1)=[O:18]. The catalyst class is: 3. (5) Reactant: [Cl:1][C:2]1[C:3](=[O:30])[N:4]([CH2:19][CH2:20][C:21]2[CH:29]=[CH:28][C:24]([C:25](O)=[O:26])=[CH:23][CH:22]=2)[C:5]([CH2:9][O:10][C:11]2[CH:16]=[CH:15][CH:14]=[C:13]([CH2:17][CH3:18])[CH:12]=2)=[C:6]([Cl:8])[CH:7]=1.[CH:31]1[N:35]=[CH:34][N:33](C([N:33]2[CH:34]=[N:35][CH:31]=[CH:32]2)=O)[CH:32]=1.O.C(OCC)(=O)C. Product: [Cl:1][C:2]1[C:3](=[O:30])[N:4]([CH2:19][CH2:20][C:21]2[CH:29]=[CH:28][C:24]([C:25]([N:33]3[CH:32]=[CH:31][N:35]=[CH:34]3)=[O:26])=[CH:23][CH:22]=2)[C:5]([CH2:9][O:10][C:11]2[CH:16]=[CH:15][CH:14]=[C:13]([CH2:17][CH3:18])[CH:12]=2)=[C:6]([Cl:8])[CH:7]=1. The catalyst class is: 3. (6) Reactant: C([O:4][CH2:5][C:6]([CH3:51])([CH3:50])[CH2:7][N:8]1[C:14]2[CH:15]=[CH:16][C:17]([Cl:19])=[CH:18][C:13]=2[C@@H:12]([C:20]2[CH:25]=[CH:24][CH:23]=[C:22]([O:26][CH3:27])[C:21]=2[O:28][CH3:29])[O:11][C@H:10]([CH2:30][C:31]([NH:33][C:34]2[CH:39]=[CH:38][C:37]([CH2:40][CH2:41][C:42]([O:44]CC)=[O:43])=[CH:36][C:35]=2[O:47][CH3:48])=[O:32])[C:9]1=[O:49])(=O)C.[OH-].[Na+].C(O)C. Product: [Cl:19][C:17]1[CH:16]=[CH:15][C:14]2[N:8]([CH2:7][C:6]([CH3:50])([CH3:51])[CH2:5][OH:4])[C:9](=[O:49])[C@@H:10]([CH2:30][C:31]([NH:33][C:34]3[CH:39]=[CH:38][C:37]([CH2:40][CH2:41][C:42]([OH:44])=[O:43])=[CH:36][C:35]=3[O:47][CH3:48])=[O:32])[O:11][C@H:12]([C:20]3[CH:25]=[CH:24][CH:23]=[C:22]([O:26][CH3:27])[C:21]=3[O:28][CH3:29])[C:13]=2[CH:18]=1. The catalyst class is: 6. (7) Reactant: [N+:1]([C:4]1[CH:11]=[CH:10][C:7]([CH2:8][Cl:9])=[CH:6][CH:5]=1)([O-:3])=[O:2].[O:12]1[CH:16]2[O:17][CH2:18][CH2:19][N:15]2[CH2:14][CH2:13]1. Product: [Cl-:9].[N+:1]([C:4]1[CH:11]=[CH:10][C:7]([CH2:8][N+:15]23[CH2:19][CH2:18][O:17][CH:16]2[O:12][CH2:13][CH2:14]3)=[CH:6][CH:5]=1)([O-:3])=[O:2]. The catalyst class is: 22.